From a dataset of Forward reaction prediction with 1.9M reactions from USPTO patents (1976-2016). Predict the product of the given reaction. (1) Given the reactants [F:1][C:2]1[CH:10]=[CH:9][CH:8]=[C:7]2[C:3]=1[CH:4]=[CH:5][N:6]2[C@@H:11]1[O:28][C@H:27]([CH2:29][O:30]C(=O)C)[C@@H:22]([O:23]C(=O)C)[C@H:17]([O:18]C(=O)C)[C@H:12]1[O:13]C(=O)C.[F:34][CH2:35][CH2:36][O:37][C:38]1[CH:46]=[CH:45][C:41]([C:42](Cl)=O)=[CH:40][CH:39]=1, predict the reaction product. The product is: [F:1][C:2]1[CH:10]=[CH:9][CH:8]=[C:7]2[C:3]=1[C:4]([CH2:42][C:41]1[CH:40]=[CH:39][C:38]([O:37][CH2:36][CH2:35][F:34])=[CH:46][CH:45]=1)=[CH:5][N:6]2[C@@H:11]1[O:28][C@H:27]([CH2:29][OH:30])[C@@H:22]([OH:23])[C@H:17]([OH:18])[C@H:12]1[OH:13]. (2) Given the reactants [CH3:1][O:2][C:3](=[O:33])[NH:4][CH:5]([C:9]([N:11]1[CH2:15][CH:14]([O:16][CH2:17][CH2:18][O:19][CH3:20])[CH2:13][CH:12]1[C:21]1[NH:22][C:23]([C:26]2[CH:31]=[CH:30][C:29](Br)=[CH:28][CH:27]=2)=[CH:24][N:25]=1)=[O:10])[CH:6]([CH3:8])[CH3:7].B1(B2OC(C)(C)C(C)(C)O2)OC(C)(C)C(C)(C)O1.C([O-])(=O)C.[K+].[CH3:57][O:58][C:59](=[O:90])[NH:60][CH:61]([C:65]([N:67]1[CH:73]([C:74]2[NH:75][C:76]([C:79]3[CH:88]=[CH:87][C:86]4[C:81](=[CH:82][CH:83]=[C:84](Br)[CH:85]=4)[CH:80]=3)=[CH:77][N:78]=2)[CH2:72][C:69]2([CH2:71][CH2:70]2)[CH2:68]1)=[O:66])[CH:62]([CH3:64])[CH3:63], predict the reaction product. The product is: [CH3:57][O:58][C:59](=[O:90])[NH:60][CH:61]([C:65]([N:67]1[CH:73]([C:74]2[NH:75][C:76]([C:79]3[CH:88]=[CH:87][C:86]4[C:81](=[CH:82][CH:83]=[C:84]([C:29]5[CH:28]=[CH:27][C:26]([C:23]6[NH:22][C:21]([CH:12]7[CH2:13][CH:14]([O:16][CH2:17][CH2:18][O:19][CH3:20])[CH2:15][N:11]7[C:9](=[O:10])[CH:5]([NH:4][C:3]([O:2][CH3:1])=[O:33])[CH:6]([CH3:8])[CH3:7])=[N:25][CH:24]=6)=[CH:31][CH:30]=5)[CH:85]=4)[CH:80]=3)=[CH:77][N:78]=2)[CH2:72][C:69]2([CH2:71][CH2:70]2)[CH2:68]1)=[O:66])[CH:62]([CH3:64])[CH3:63]. (3) Given the reactants [CH3:1][C:2]1[N:3]=[C:4]2[C:9]([O:10][CH2:11][CH2:12][CH:13]([C:18]([F:21])([F:20])[F:19])[C:14]([F:17])([F:16])[F:15])=[CH:8][C:7]([CH3:22])=[CH:6][N:5]2[C:23]=1[C:24]([OH:26])=O.CN(C(ON1N=NC2C=CC=NC1=2)=[N+](C)C)C.F[P-](F)(F)(F)(F)F.C(N(CC)C(C)C)(C)C.[NH2:60][C@H:61]([CH2:64][CH2:65][CH2:66][CH3:67])[CH2:62][OH:63], predict the reaction product. The product is: [OH:63][CH2:62][C@H:61]([NH:60][C:24]([C:23]1[N:5]2[CH:6]=[C:7]([CH3:22])[CH:8]=[C:9]([O:10][CH2:11][CH2:12][CH:13]([C:14]([F:16])([F:15])[F:17])[C:18]([F:19])([F:20])[F:21])[C:4]2=[N:3][C:2]=1[CH3:1])=[O:26])[CH2:64][CH2:65][CH2:66][CH3:67]. (4) Given the reactants [OH:1][C:2]1[CH:3]=[C:4]2[C:8](=[CH:9][CH:10]=1)[CH2:7][N:6](C(OC(C)(C)C)=O)[CH2:5]2.[ClH:18], predict the reaction product. The product is: [ClH:18].[OH:1][C:2]1[CH:3]=[C:4]2[C:8](=[CH:9][CH:10]=1)[CH2:7][NH:6][CH2:5]2. (5) The product is: [ClH:3].[CH3:16][O:14][C:13](=[O:15])[C@H:8]([CH2:9][CH:10]([CH3:12])[CH3:11])[NH2:7]. Given the reactants O=S(Cl)[Cl:3].[OH-].[Na+].[NH2:7][C@H:8]([C:13]([OH:15])=[O:14])[CH2:9][CH:10]([CH3:12])[CH3:11].[CH:16]1C=C2C(C(O)(O)C(=O)C2=CC=1)=O, predict the reaction product. (6) Given the reactants COC(=O)C1C=CC=C(N[C:11](=[O:38])[CH2:12][N:13]2[N:19]=[C:18]([CH:20]3[CH2:25][CH2:24][CH2:23][CH2:22][CH2:21]3)[C:17]3[CH:26]=[CH:27][CH:28]=[CH:29][C:16]=3[N:15]([CH2:30][C:31](=[O:36])[C:32]([CH3:35])([CH3:34])[CH3:33])[C:14]2=[O:37])C=1.[CH2:40]([O:42]C(=O)CSC1C=CC=C(N)C=1)[CH3:41], predict the reaction product. The product is: [CH2:40]([O:42][C:11](=[O:38])[CH2:12][N:13]1[N:19]=[C:18]([CH:20]2[CH2:21][CH2:22][CH2:23][CH2:24][CH2:25]2)[C:17]2[CH:26]=[CH:27][CH:28]=[CH:29][C:16]=2[N:15]([CH2:30][C:31](=[O:36])[C:32]([CH3:34])([CH3:33])[CH3:35])[C:14]1=[O:37])[CH3:41]. (7) Given the reactants [CH3:1][C:2]([CH3:19])([CH3:18])[C:3]([NH:5][C:6]1[CH:11]=[CH:10][CH:9]=[CH:8][C:7]=1[C:12]1[N:17]=[CH:16][CH:15]=[CH:14][N:13]=1)=[O:4].[Br:20]Br, predict the reaction product. The product is: [Br:20][C:9]1[CH:10]=[CH:11][C:6]([NH:5][C:3](=[O:4])[C:2]([CH3:19])([CH3:18])[CH3:1])=[C:7]([C:12]2[N:13]=[CH:14][CH:15]=[CH:16][N:17]=2)[CH:8]=1. (8) Given the reactants [C:1]([O:5][C:6]([NH:8][C:9]1[O:17][C:16]2[C:11](=[N:12][CH:13]=[C:14]([CH2:18][CH3:19])[CH:15]=2)[C:10]=1[C:20]([O:22]CC)=[O:21])=[O:7])([CH3:4])([CH3:3])[CH3:2].O[Li].O, predict the reaction product. The product is: [C:1]([O:5][C:6]([NH:8][C:9]1[O:17][C:16]2[C:11](=[N:12][CH:13]=[C:14]([CH2:18][CH3:19])[CH:15]=2)[C:10]=1[C:20]([OH:22])=[O:21])=[O:7])([CH3:2])([CH3:3])[CH3:4]. (9) Given the reactants [OH:1][C:2]1[CH:9]=[CH:8][C:5]([CH:6]=O)=[CH:4][CH:3]=1.[CH:10]([NH:13][OH:14])([CH3:12])[CH3:11], predict the reaction product. The product is: [OH:1][C:2]1[CH:9]=[CH:8][C:5](/[CH:6]=[N+:13](\[O-:14])/[CH:10]([CH3:12])[CH3:11])=[CH:4][CH:3]=1. (10) The product is: [S:1]1[CH:5]=[CH:4][CH:3]=[C:2]1[CH2:6][NH:7][C:8]([C:10]1[N:11]=[C:12]2[C:17]([C:18]([F:21])([F:20])[F:19])=[CH:16][C:15]([C:25]#[N:26])=[CH:14][N:13]2[C:23]=1[Cl:24])=[O:9]. Given the reactants [S:1]1[CH:5]=[CH:4][CH:3]=[C:2]1[CH2:6][NH:7][C:8]([C:10]1[N:11]=[C:12]2[C:17]([C:18]([F:21])([F:20])[F:19])=[CH:16][C:15](Br)=[CH:14][N:13]2[C:23]=1[Cl:24])=[O:9].[CH3:25][N:26](C=O)C, predict the reaction product.